This data is from Reaction yield outcomes from USPTO patents with 853,638 reactions. The task is: Predict the reaction yield, written as a fraction of the theoretical maximum amount of product (1.0 means a 100% yield; for example, 0.34 means a 34% yield). (1) The reactants are [Si:1](Cl)([C:4]([CH3:7])([CH3:6])[CH3:5])([CH3:3])[CH3:2].N1C=CN=C1.[Br:14][CH2:15][C@@H:16]([C:18]1[CH:23]=[CH:22][C:21]([O:24][CH2:25][C:26]2[CH:31]=[CH:30][CH:29]=[CH:28][CH:27]=2)=[C:20]([NH:32][CH:33]=[O:34])[CH:19]=1)[OH:17]. The catalyst is ClCCl. The product is [Br:14][CH2:15][C@H:16]([O:17][Si:1]([C:4]([CH3:7])([CH3:6])[CH3:5])([CH3:3])[CH3:2])[C:18]1[CH:23]=[CH:22][C:21]([O:24][CH2:25][C:26]2[CH:31]=[CH:30][CH:29]=[CH:28][CH:27]=2)=[C:20]([NH:32][CH:33]=[O:34])[CH:19]=1. The yield is 0.900. (2) The reactants are C[O:2][C:3]1[C:11]2[O:10][C:9]([CH3:13])([CH3:12])[CH2:8][C:7]=2[C:6]([CH3:14])=[C:5]([N:15]2[CH2:20][CH2:19][N:18]([C:21]3[CH:26]=[CH:25][C:24]([CH3:27])=[CH:23][CH:22]=3)[CH2:17][CH2:16]2)[C:4]=1[CH3:28].Br.C(=O)([O-])O.[Na+]. The catalyst is C(O)(=O)C. The product is [CH3:12][C:9]1([CH3:13])[CH2:8][C:7]2[C:6]([CH3:14])=[C:5]([N:15]3[CH2:16][CH2:17][N:18]([C:21]4[CH:22]=[CH:23][C:24]([CH3:27])=[CH:25][CH:26]=4)[CH2:19][CH2:20]3)[C:4]([CH3:28])=[C:3]([OH:2])[C:11]=2[O:10]1. The yield is 0.160. (3) The reactants are [NH2:1][C:2]1[C:11]([NH2:12])=[CH:10][C:9]([Br:13])=[C:8]([O:14][CH3:15])[C:3]=1[C:4]([O:6][CH3:7])=[O:5].O.[CH:17]1([C:23]2[CH:28]=[CH:27][C:26]([C:29]([CH:31]=O)=O)=[CH:25][CH:24]=2)[CH2:22][CH2:21][CH2:20][CH2:19][CH2:18]1. The catalyst is CO. The product is [Br:13][C:9]1[C:8]([O:14][CH3:15])=[C:3]([C:4]([O:6][CH3:7])=[O:5])[C:2]2[N:1]=[C:29]([C:26]3[CH:25]=[CH:24][C:23]([CH:17]4[CH2:22][CH2:21][CH2:20][CH2:19][CH2:18]4)=[CH:28][CH:27]=3)[CH:31]=[N:12][C:11]=2[CH:10]=1. The yield is 0.340.